Predict the product of the given reaction. From a dataset of Forward reaction prediction with 1.9M reactions from USPTO patents (1976-2016). Given the reactants ClC1C=CC2N3C=CC=C3[C@@H](CCN3C=C(C(O)=O)N=N3)O[C@H](C3C=CC=C(OC)C=3OC)C=2C=1.[Cl:36][C:37]1[CH:38]=[CH:39][C:40]2[N:46]3[CH:47]=[CH:48][CH:49]=[C:45]3[C@@H:44]([CH2:50][CH2:51][N:52]3[C:56]([C:57]([O:59]CC)=[O:58])=[CH:55][N:54]=[N:53]3)[O:43][C@H:42]([C:62]3[CH:67]=[CH:66][CH:65]=[C:64]([O:68][CH3:69])[C:63]=3[O:70][CH3:71])[C:41]=2[CH:72]=1.C(=O)([O-])[O-].[K+].[K+], predict the reaction product. The product is: [Cl:36][C:37]1[CH:38]=[CH:39][C:40]2[N:46]3[CH:47]=[CH:48][CH:49]=[C:45]3[C@@H:44]([CH2:50][CH2:51][N:52]3[C:56]([C:57]([OH:59])=[O:58])=[CH:55][N:54]=[N:53]3)[O:43][C@H:42]([C:62]3[CH:67]=[CH:66][CH:65]=[C:64]([O:68][CH3:69])[C:63]=3[O:70][CH3:71])[C:41]=2[CH:72]=1.